From a dataset of Forward reaction prediction with 1.9M reactions from USPTO patents (1976-2016). Predict the product of the given reaction. (1) The product is: [NH2:10][C:11]1[N:16]=[C:15]([OH:17])[C:14]([S:1][C:2]2[CH:7]=[CH:6][C:5]([CH2:8][OH:9])=[CH:4][CH:3]=2)=[C:13]([CH3:19])[N:12]=1. Given the reactants [SH:1][C:2]1[CH:7]=[CH:6][C:5]([CH2:8][OH:9])=[CH:4][CH:3]=1.[NH2:10][C:11]1[N:16]=[C:15]([OH:17])[C:14](Br)=[C:13]([CH3:19])[N:12]=1.C([O-])([O-])=O.[K+].[K+].Cl, predict the reaction product. (2) Given the reactants [CH2:1]([O:3][C:4](=[O:19])[CH2:5][C:6]([NH:8]/[C:9](/[CH3:18])=[C:10](/[CH2:16][CH3:17])\[C:11]([O:13]CC)=O)=[O:7])[CH3:2].C[O-].[Na+].Cl, predict the reaction product. The product is: [CH2:16]([C:10]1[C:11]([OH:13])=[C:5]([C:4]([O:3][CH2:1][CH3:2])=[O:19])[C:6](=[O:7])[NH:8][C:9]=1[CH3:18])[CH3:17].